This data is from Reaction yield outcomes from USPTO patents with 853,638 reactions. The task is: Predict the reaction yield, written as a fraction of the theoretical maximum amount of product (1.0 means a 100% yield; for example, 0.34 means a 34% yield). (1) The reactants are [Br:1][C:2]1[CH:10]=[CH:9][C:5]([C:6]([OH:8])=O)=[C:4]([Cl:11])[CH:3]=1.C(Cl)CCl.C1C=NC2N(O)N=NC=2C=1.CCN(C(C)C)C(C)C.[NH:35]([C:37]([O:39][C:40]([CH3:43])([CH3:42])[CH3:41])=[O:38])[NH2:36]. The catalyst is CN(C=O)C.O. The product is [Br:1][C:2]1[CH:10]=[CH:9][C:5]([C:6]([NH:36][NH:35][C:37]([O:39][C:40]([CH3:43])([CH3:42])[CH3:41])=[O:38])=[O:8])=[C:4]([Cl:11])[CH:3]=1. The yield is 0.860. (2) The reactants are [Br:1][C:2]1[CH:3]=[C:4]([CH3:12])[C:5]([F:11])=[C:6]([B:8]([OH:10])[OH:9])[CH:7]=1.[CH3:13][N:14]([CH2:19][C:20](O)=[O:21])[CH2:15][C:16](O)=[O:17].C1(C)C=CC=CC=1.CS(C)=O. The catalyst is O. The product is [Br:1][C:2]1[CH:3]=[C:4]([CH3:12])[C:5]([F:11])=[C:6]([B:8]2[O:10][C:20](=[O:21])[CH2:19][N:14]([CH3:13])[CH2:15][C:16](=[O:17])[O:9]2)[CH:7]=1. The yield is 0.860.